From a dataset of Full USPTO retrosynthesis dataset with 1.9M reactions from patents (1976-2016). Predict the reactants needed to synthesize the given product. (1) Given the product [Cl:1][C:2]1[CH:3]=[N:4][C:5]2[CH:6]([NH:11][C:12]3[CH:13]=[CH:14][C:15]([F:26])=[C:16]([C@@:18]4([CH3:25])[NH:23][C:22](=[S:36])[CH2:21][O:20][CH2:19]4)[CH:17]=3)[CH2:7][CH2:8][C:9]=2[CH:10]=1, predict the reactants needed to synthesize it. The reactants are: [Cl:1][C:2]1[CH:3]=[N:4][C:5]2[CH:6]([NH:11][C:12]3[CH:13]=[CH:14][C:15]([F:26])=[C:16]([C@@:18]4([CH3:25])[NH:23][C:22](=O)[CH2:21][O:20][CH2:19]4)[CH:17]=3)[CH2:7][CH2:8][C:9]=2[CH:10]=1.COC1C=CC(P2(SP(C3C=CC(OC)=CC=3)(=S)S2)=[S:36])=CC=1. (2) Given the product [CH2:19]([N:21]1[C:29]2[C:24](=[N:25][CH:26]=[CH:27][CH:28]=2)[N:23]([C:30]2[CH:31]=[CH:32][C:33]([O:36][C:2]3[N:6]([CH2:7][O:8][CH2:9][CH2:10][Si:11]([CH3:14])([CH3:13])[CH3:12])[C:5]4[CH:15]=[CH:16][CH:17]=[CH:18][C:4]=4[N:3]=3)=[CH:34][CH:35]=2)[C:22]1=[O:37])[CH3:20], predict the reactants needed to synthesize it. The reactants are: Cl[C:2]1[N:6]([CH2:7][O:8][CH2:9][CH2:10][Si:11]([CH3:14])([CH3:13])[CH3:12])[C:5]2[CH:15]=[CH:16][CH:17]=[CH:18][C:4]=2[N:3]=1.[CH2:19]([N:21]1[C:29]2[C:24](=[N:25][CH:26]=[CH:27][CH:28]=2)[N:23]([C:30]2[CH:35]=[CH:34][C:33]([OH:36])=[CH:32][CH:31]=2)[C:22]1=[O:37])[CH3:20].[H-].[Na+]. (3) Given the product [I:16][C:3]1[C:2]([O:1][C:22]2[CH:23]=[CH:24][C:19]([O:18][CH3:17])=[CH:20][CH:21]=2)=[C:7]([I:8])[CH:6]=[CH:5][C:4]=1[CH2:9][CH2:10][C:11]([O:13][CH2:14][CH3:15])=[O:12], predict the reactants needed to synthesize it. The reactants are: [OH:1][C:2]1[C:3]([I:16])=[C:4]([CH2:9][CH2:10][C:11]([O:13][CH2:14][CH3:15])=[O:12])[CH:5]=[CH:6][C:7]=1[I:8].[CH3:17][O:18][C:19]1[CH:24]=[CH:23][C:22](B(O)O)=[CH:21][CH:20]=1.C(Cl)Cl.N1C=CC=CC=1. (4) Given the product [C:14]([O:18][C:19]([N:21]1[CH2:26][CH2:25][CH:24]([N:27]2[C:31]3=[N:32][C:33]([O:37][CH3:38])=[N:34][C:35]([O:13][C:10]4[CH:11]=[CH:12][C:7]([S:4]([CH3:3])(=[O:5])=[O:6])=[CH:8][CH:9]=4)=[C:30]3[CH:29]=[N:28]2)[CH2:23][CH2:22]1)=[O:20])([CH3:17])([CH3:16])[CH3:15], predict the reactants needed to synthesize it. The reactants are: [H-].[Na+].[CH3:3][S:4]([C:7]1[CH:12]=[CH:11][C:10]([OH:13])=[CH:9][CH:8]=1)(=[O:6])=[O:5].[C:14]([O:18][C:19]([N:21]1[CH2:26][CH2:25][CH:24]([N:27]2[C:31]3=[N:32][C:33]([O:37][CH3:38])=[N:34][C:35](Cl)=[C:30]3[CH:29]=[N:28]2)[CH2:23][CH2:22]1)=[O:20])([CH3:17])([CH3:16])[CH3:15].[Cl-].[NH4+]. (5) Given the product [CH2:23]([S:40]([C:4]1[C:8]([C:9]2[N:21]([CH3:22])[C:12]3=[N:13][CH:14]=[C:15]([C:17]([F:19])([F:18])[F:20])[CH:16]=[C:11]3[N:10]=2)=[N:7][S:6][N:5]=1)(=[O:42])=[O:39])[CH3:24], predict the reactants needed to synthesize it. The reactants are: C(S[C:4]1[C:8]([C:9]2[N:21]([CH3:22])[C:12]3=[N:13][CH:14]=[C:15]([C:17]([F:20])([F:19])[F:18])[CH:16]=[C:11]3[N:10]=2)=[N:7][S:6][N:5]=1)C.[CH:23]1C=C(Cl)C=C(C(OO)=O)[CH:24]=1.C([O-])(O)=O.[Na+].[O-:39][S:40]([O-:42])=O.[Na+].[Na+]. (6) Given the product [CH2:30]([S:27]([C:25]1[CH:24]=[CH:23][C:22]([O:32][CH3:33])=[C:21]([NH:20][C:18]2[O:19][C:15]([C:11]3[CH:10]=[C:9]([CH:14]=[CH:13][CH:12]=3)[O:8][C:6]3[CH:5]=[CH:4][N:3]=[C:2]([NH:37][CH:34]([CH3:36])[CH3:35])[N:7]=3)=[CH:16][N:17]=2)[CH:26]=1)(=[O:29])=[O:28])[CH3:31], predict the reactants needed to synthesize it. The reactants are: Cl[C:2]1[N:7]=[C:6]([O:8][C:9]2[CH:10]=[C:11]([C:15]3[O:19][C:18]([NH:20][C:21]4[CH:26]=[C:25]([S:27]([CH2:30][CH3:31])(=[O:29])=[O:28])[CH:24]=[CH:23][C:22]=4[O:32][CH3:33])=[N:17][CH:16]=3)[CH:12]=[CH:13][CH:14]=2)[CH:5]=[CH:4][N:3]=1.[CH:34]([NH2:37])([CH3:36])[CH3:35]. (7) Given the product [Br:1][C:2]1[CH:3]=[C:4]([O:11][S:20]([C:14]2[CH:19]=[CH:18][CH:17]=[CH:16][CH:15]=2)(=[O:22])=[O:21])[CH:5]=[C:6]2[C:10]=1[NH:9][CH:8]=[CH:7]2, predict the reactants needed to synthesize it. The reactants are: [Br:1][C:2]1[CH:3]=[C:4]([OH:11])[CH:5]=[C:6]2[C:10]=1[NH:9][CH:8]=[CH:7]2.[OH-].[Na+].[C:14]1([S:20](Cl)(=[O:22])=[O:21])[CH:19]=[CH:18][CH:17]=[CH:16][CH:15]=1.C(OCC)(=O)C.